From a dataset of Catalyst prediction with 721,799 reactions and 888 catalyst types from USPTO. Predict which catalyst facilitates the given reaction. (1) The catalyst class is: 21. Reactant: CCN(C([O:7][C:8]1[CH:9]=CC2CC[C@@H](NCC#C)C=2[CH:13]=1)=O)C.CCN(C(O[C:28]1[CH:29]=[CH:30][C:31]2CC[C@@H](NCC#C)[C:32]=2[CH:33]=1)=O)C.C(O)(C(O)=O)C(O)C(O)=O.CCCCCC. Product: [CH3:13][C:8]([CH3:9])=[O:7].[CH3:30][CH2:29][CH2:28][CH2:33][CH2:32][CH3:31]. (2) Reactant: [O:1]1[CH2:6][CH2:5][CH:4]([N:7]2[CH2:12][CH2:11][CH:10]([NH:13]C(=O)OC(C)(C)C)[CH2:9][CH2:8]2)[CH2:3][CH2:2]1.Cl. Product: [O:1]1[CH2:2][CH2:3][CH:4]([N:7]2[CH2:12][CH2:11][CH:10]([NH2:13])[CH2:9][CH2:8]2)[CH2:5][CH2:6]1. The catalyst class is: 4. (3) Reactant: [CH3:1][O:2][C:3]1[CH:4]=[C:5]([CH:8]=[C:9]([O:13][CH3:14])[C:10]=1[O:11][CH3:12])[CH:6]=O.[OH:15][C:16]1[CH:24]=[CH:23][CH:22]=[C:21]2[C:17]=1[CH:18]=[CH:19][N:20]2[CH3:25].[C:26](#[N:30])[CH2:27][C:28]#[N:29].N1CCCCC1. Product: [NH2:30][C:26]1[O:15][C:16]2[C:24]([CH:6]([C:5]3[CH:4]=[C:3]([O:2][CH3:1])[C:10]([O:11][CH3:12])=[C:9]([O:13][CH3:14])[CH:8]=3)[C:27]=1[C:28]#[N:29])=[CH:23][CH:22]=[C:21]1[N:20]([CH3:25])[CH:19]=[CH:18][C:17]=21. The catalyst class is: 8. (4) Reactant: [Br:1][C:2]1[CH:10]=[CH:9][C:5]([C:6](Cl)=[O:7])=[CH:4][CH:3]=1.C(N(CC)CC)C.[CH:18]1([NH2:25])[CH2:24][CH2:23][CH2:22][CH2:21][CH2:20][CH2:19]1. Product: [Br:1][C:2]1[CH:10]=[CH:9][C:5]([C:6]([NH:25][CH:18]2[CH2:24][CH2:23][CH2:22][CH2:21][CH2:20][CH2:19]2)=[O:7])=[CH:4][CH:3]=1. The catalyst class is: 2. (5) Product: [CH3:1][C:2]([CH3:7])([CH3:6])[C:3]([NH:29][CH2:30][C:31]1([C:36]2[CH:37]=[CH:38][C:39]([NH:42][C:43](=[O:54])[C:44]3[CH:49]=[CH:48][C:47]([O:50][CH3:51])=[C:46]([O:52][CH3:53])[CH:45]=3)=[CH:40][CH:41]=2)[CH2:32][CH2:33][CH2:34][CH2:35]1)=[O:4]. The catalyst class is: 3. Reactant: [CH3:1][C:2]([CH3:7])([CH3:6])[C:3](O)=[O:4].C1C=CC2N(O)N=NC=2C=1.C(Cl)CCl.CN1CCOCC1.[NH2:29][CH2:30][C:31]1([C:36]2[CH:41]=[CH:40][C:39]([NH:42][C:43](=[O:54])[C:44]3[CH:49]=[CH:48][C:47]([O:50][CH3:51])=[C:46]([O:52][CH3:53])[CH:45]=3)=[CH:38][CH:37]=2)[CH2:35][CH2:34][CH2:33][CH2:32]1.